This data is from Reaction yield outcomes from USPTO patents with 853,638 reactions. The task is: Predict the reaction yield, written as a fraction of the theoretical maximum amount of product (1.0 means a 100% yield; for example, 0.34 means a 34% yield). (1) The product is [Cl:10][C:11]1[CH:12]=[C:13]([CH:14]2[C:2]([C:1]([O:7][CH2:8][CH3:9])=[O:6])=[C:3]([CH3:5])[NH:20][C:3]([CH3:5])=[C:2]2[C:1]([O:7][CH2:8][CH3:9])=[O:21])[CH:16]=[C:17]([Cl:19])[CH:18]=1. The yield is 0.280. The reactants are [C:1]([O:7][CH2:8][CH3:9])(=[O:6])[CH2:2][C:3]([CH3:5])=O.[Cl:10][C:11]1[CH:12]=[C:13]([CH:16]=[C:17]([Cl:19])[CH:18]=1)[CH:14]=O.[NH4+:20].[OH-:21]. The catalyst is CCO.C(Cl)Cl. (2) The reactants are Cl[CH2:2][C:3]1[CH:28]=[CH:27][C:6]([C:7]([NH:9][C:10]2[S:11][C:12]3[C:18]([N:19]4[CH2:24][CH2:23][O:22][CH2:21][CH2:20]4)=[CH:17][CH:16]=[C:15]([O:25][CH3:26])[C:13]=3[N:14]=2)=[O:8])=[CH:5][CH:4]=1.[CH3:29][NH:30][CH2:31][CH2:32][O:33][C:34](=[O:45])[C:35]1[CH:40]=[CH:39][C:38]([O:41][CH3:42])=[C:37]([O:43][CH3:44])[CH:36]=1.C(N(C(C)C)C(C)C)C. No catalyst specified. The product is [CH3:26][O:25][C:15]1[C:13]2[N:14]=[C:10]([NH:9][C:7]([C:6]3[CH:5]=[CH:4][C:3]([CH2:2][N:30]([CH3:29])[CH2:31][CH2:32][O:33][C:34](=[O:45])[C:35]4[CH:40]=[CH:39][C:38]([O:41][CH3:42])=[C:37]([O:43][CH3:44])[CH:36]=4)=[CH:28][CH:27]=3)=[O:8])[S:11][C:12]=2[C:18]([N:19]2[CH2:24][CH2:23][O:22][CH2:21][CH2:20]2)=[CH:17][CH:16]=1. The yield is 0.570. (3) The reactants are [C:1]1([NH:7][C:8](=[O:17])[C:9]#[C:10][C:11]2[CH:16]=[CH:15][CH:14]=[CH:13][CH:12]=2)[CH:6]=[CH:5][CH:4]=[CH:3][CH:2]=1.[CH3:18][O:19][C:20](=[O:29])[C:21]1[CH:26]=[CH:25][CH:24]=[C:23]([CH2:27]Br)[CH:22]=1.C([O-])([O-])=O.[Cs+].[Cs+].O. The catalyst is CN(C=O)C. The product is [CH3:18][O:19][C:20](=[O:29])[C:21]1[CH:26]=[CH:25][CH:24]=[C:23]([CH2:27][N:7]([C:1]2[CH:2]=[CH:3][CH:4]=[CH:5][CH:6]=2)[C:8](=[O:17])[C:9]#[C:10][C:11]2[CH:16]=[CH:15][CH:14]=[CH:13][CH:12]=2)[CH:22]=1. The yield is 0.650. (4) The reactants are [Cl:1][C:2]1[N:7]=[CH:6][C:5]([CH2:8][C@@H:9]([OH:12])[CH2:10][OH:11])=[CH:4][C:3]=1[CH3:13].O.[C:15]1(C)[CH:20]=CC(S(O)(=O)=O)=C[CH:16]=1. The catalyst is COC(OC)(C)C. The product is [Cl:1][C:2]1[C:3]([CH3:13])=[CH:4][C:5]([CH2:8][C@@H:9]2[CH2:10][O:11][C:15]([CH3:20])([CH3:16])[O:12]2)=[CH:6][N:7]=1. The yield is 0.970. (5) The reactants are [CH3:1][O:2][C:3](=[O:14])[C:4]1[CH:9]=[C:8]([N+:10]([O-])=O)[CH:7]=[CH:6][C:5]=1[CH3:13]. The catalyst is [Pd].CO.CCOC(C)=O. The product is [CH3:1][O:2][C:3](=[O:14])[C:4]1[CH:9]=[C:8]([NH2:10])[CH:7]=[CH:6][C:5]=1[CH3:13]. The yield is 0.990. (6) The reactants are [Br:1][C:2]1[CH:16]=[CH:15][C:5]2[N:6]=[C:7]([NH:9][C:10]([NH:12][CH2:13][CH3:14])=[O:11])[S:8][C:4]=2[C:3]=1[OH:17].C(=O)([O-])[O-].[K+].[K+].[F:24][C:25]1[CH:32]=[CH:31][C:28]([CH2:29]Br)=[CH:27][CH:26]=1. The catalyst is CN(C=O)C. The product is [Br:1][C:2]1[CH:16]=[CH:15][C:5]2[N:6]=[C:7]([NH:9][C:10]([NH:12][CH2:13][CH3:14])=[O:11])[S:8][C:4]=2[C:3]=1[O:17][CH2:29][C:28]1[CH:31]=[CH:32][C:25]([F:24])=[CH:26][CH:27]=1. The yield is 0.190. (7) The reactants are [CH2:1]([N:8]1[CH2:12][CH2:11][C:10](=[CH:13][C:14]([O:16][CH3:17])=[O:15])[CH2:9]1)[C:2]1[CH:7]=[CH:6][CH:5]=[CH:4][CH:3]=1.N12CCCN=C1CCCCC2.[N+:29]([CH3:32])([O-:31])=[O:30]. No catalyst specified. The product is [CH2:1]([N:8]1[CH2:12][CH2:11][C:10]([CH2:13][C:14]([O:16][CH3:17])=[O:15])([CH2:32][N+:29]([O-:31])=[O:30])[CH2:9]1)[C:2]1[CH:3]=[CH:4][CH:5]=[CH:6][CH:7]=1. The yield is 1.00. (8) The reactants are [F:1][C:2]1[CH:15]=[CH:14][C:5]([C:6]([CH:8]2[CH2:13][CH2:12][NH:11][CH2:10][CH2:9]2)=[O:7])=[CH:4][CH:3]=1.[C:16]([O:20][C:21](=[O:32])[NH:22][C@H:23]1[CH2:28][CH2:27][C@H:26]([CH2:29][CH:30]=O)[CH2:25][CH2:24]1)([CH3:19])([CH3:18])[CH3:17].C(O[BH-](OC(=O)C)OC(=O)C)(=O)C.[Na+]. The catalyst is ClCCCl. The product is [C:16]([O:20][C:21](=[O:32])[NH:22][C@H:23]1[CH2:24][CH2:25][C@H:26]([CH2:29][CH2:30][N:11]2[CH2:12][CH2:13][CH:8]([C:6](=[O:7])[C:5]3[CH:4]=[CH:3][C:2]([F:1])=[CH:15][CH:14]=3)[CH2:9][CH2:10]2)[CH2:27][CH2:28]1)([CH3:19])([CH3:18])[CH3:17]. The yield is 0.932. (9) The reactants are [Cl:1][C:2]1[CH:7]=[CH:6][C:5]([C:8]2[S:9][CH:10]=[C:11]([C:13]([CH3:17])([CH3:16])[CH2:14][NH2:15])[N:12]=2)=[CH:4][CH:3]=1.[F:18][C:19]([F:35])([F:34])[C:20]1[O:24][N:23]=[C:22]([C:25]2[CH:26]=[C:27]([CH:31]=[CH:32][CH:33]=2)[C:28](O)=[O:29])[N:21]=1. No catalyst specified. The product is [Cl:1][C:2]1[CH:3]=[CH:4][C:5]([C:8]2[S:9][CH:10]=[C:11]([C:13]([CH3:17])([CH3:16])[CH2:14][NH:15][C:28](=[O:29])[C:27]3[CH:31]=[CH:32][CH:33]=[C:25]([C:22]4[N:21]=[C:20]([C:19]([F:35])([F:34])[F:18])[O:24][N:23]=4)[CH:26]=3)[N:12]=2)=[CH:6][CH:7]=1. The yield is 0.250. (10) The reactants are [Cl:1][C:2]1[N:10]([CH2:11][CH:12]=[CH2:13])[C:9]2[C:8](=[O:14])[N:7]([CH3:15])[C:6](=[O:16])[N:5](COCCOC)[C:4]=2[N:3]=1.Cl. The catalyst is O1CCOCC1.O. The product is [Cl:1][C:2]1[N:10]([CH2:11][CH:12]=[CH2:13])[C:9]2[C:8](=[O:14])[N:7]([CH3:15])[C:6](=[O:16])[NH:5][C:4]=2[N:3]=1. The yield is 0.680.